Dataset: Forward reaction prediction with 1.9M reactions from USPTO patents (1976-2016). Task: Predict the product of the given reaction. Given the reactants [CH2:1]([O:8][C@@H:9]1[C@@H:17]([CH:18]=[O:19])[O:16][C@H:15]2[C@H:11]([N:12]=[C:13]([N:20]([CH3:28])[C:21](=[O:27])[O:22][C:23]([CH3:26])([CH3:25])[CH3:24])[S:14]2)[C@@H:10]1[F:29])[C:2]1[CH:7]=[CH:6][CH:5]=[CH:4][CH:3]=1.[Si]([C:34]([F:37])([F:36])[F:35])(C)(C)C.CCCC[N+](CCCC)(CCCC)CCCC.[F-], predict the reaction product. The product is: [CH2:1]([O:8][C@@H:9]1[C@@H:17]([C@H:18]([OH:19])[C:34]([F:37])([F:36])[F:35])[O:16][C@H:15]2[C@H:11]([N:12]=[C:13]([N:20]([CH3:28])[C:21](=[O:27])[O:22][C:23]([CH3:24])([CH3:25])[CH3:26])[S:14]2)[C@@H:10]1[F:29])[C:2]1[CH:3]=[CH:4][CH:5]=[CH:6][CH:7]=1.